Binary Classification. Given a drug SMILES string, predict its activity (active/inactive) in a high-throughput screening assay against a specified biological target. From a dataset of Choline transporter screen with 302,306 compounds. (1) The drug is O=c1n(n(c(c1NC(=O)c1c2c(nc(c1)c1ccc(OC)cc1)cccc2)C)C)c1ccccc1. The result is 0 (inactive). (2) The compound is O(c1nc2c(nc1N1CCN(CC1)C)cccc2)C. The result is 0 (inactive). (3) The molecule is Clc1nc2c(cc1CO)ccc(OC)c2. The result is 0 (inactive). (4) The compound is S1(=O)(=O)CC(N(Cc2oc(cc2)C)C(=O)COc2cc(ccc2)C)CC1. The result is 0 (inactive).